This data is from Reaction yield outcomes from USPTO patents with 853,638 reactions. The task is: Predict the reaction yield, written as a fraction of the theoretical maximum amount of product (1.0 means a 100% yield; for example, 0.34 means a 34% yield). The reactants are Cl.[F:2][C:3]([F:24])([F:23])[C:4]1[CH:22]=[CH:21][CH:20]=[CH:19][C:5]=1[CH:6]([O:14][CH:15]1[CH2:18][NH:17][CH2:16]1)[C:7]1[CH:12]=[CH:11][C:10]([Cl:13])=[CH:9][CH:8]=1.[N+:25]([C:28]1[CH:33]=[CH:32][C:31]([S:34](Cl)(=[O:36])=[O:35])=[CH:30][CH:29]=1)([O-:27])=[O:26].C(=O)([O-])[O-].C(O)C(N)(CO)CO. The catalyst is ClCCl. The product is [N+:25]([C:28]1[CH:29]=[CH:30][C:31]([S:34]([N:17]2[CH2:18][CH:15]([O:14][CH:6]([C:7]3[CH:12]=[CH:11][C:10]([Cl:13])=[CH:9][CH:8]=3)[C:5]3[CH:19]=[CH:20][CH:21]=[CH:22][C:4]=3[C:3]([F:2])([F:23])[F:24])[CH2:16]2)(=[O:36])=[O:35])=[CH:32][CH:33]=1)([O-:27])=[O:26]. The yield is 0.780.